Dataset: Catalyst prediction with 721,799 reactions and 888 catalyst types from USPTO. Task: Predict which catalyst facilitates the given reaction. Reactant: [CH3:1][N:2]1[CH2:7][CH2:6][CH:5]([C:8]([OH:10])=O)[CH2:4][CH2:3]1.N1(OC(N(C)C)=[N+](C)C)C2C=CC=CC=2N=N1.F[B-](F)(F)F.C(N(CC)C(C)C)(C)C.[C:42]([C:46]1[CH:47]=[C:48]([NH:74][S:75]([CH3:78])(=[O:77])=[O:76])[C:49]([O:72][CH3:73])=[C:50]([NH:52][C:53]([C:55]2[N:56]([CH3:71])[C:57]3[C:62]([CH:63]=2)=[CH:61][CH:60]=[CH:59][C:58]=3[CH2:64][N:65]2[CH2:70][CH2:69][NH:68][CH2:67][CH2:66]2)=[O:54])[CH:51]=1)([CH3:45])([CH3:44])[CH3:43]. Product: [C:42]([C:46]1[CH:47]=[C:48]([NH:74][S:75]([CH3:78])(=[O:77])=[O:76])[C:49]([O:72][CH3:73])=[C:50]([NH:52][C:53]([C:55]2[N:56]([CH3:71])[C:57]3[C:62]([CH:63]=2)=[CH:61][CH:60]=[CH:59][C:58]=3[CH2:64][N:65]2[CH2:66][CH2:67][N:68]([C:8]([CH:5]3[CH2:4][CH2:3][N:2]([CH3:1])[CH2:7][CH2:6]3)=[O:10])[CH2:69][CH2:70]2)=[O:54])[CH:51]=1)([CH3:45])([CH3:43])[CH3:44]. The catalyst class is: 288.